Dataset: Reaction yield outcomes from USPTO patents with 853,638 reactions. Task: Predict the reaction yield, written as a fraction of the theoretical maximum amount of product (1.0 means a 100% yield; for example, 0.34 means a 34% yield). (1) The reactants are [Si:1]([O:8][C:9]1[CH:14]=[CH:13][C:12]([C:15]2[N:16]=[C:17]([C:22]([C:24]3[CH:29]=[CH:28][CH:27]=[CH:26][CH:25]=3)=[CH2:23])[C:18]([NH2:21])=[N:19][CH:20]=2)=[CH:11][CH:10]=1)([C:4]([CH3:7])([CH3:6])[CH3:5])([CH3:3])[CH3:2].[Si:30]([O:37][C:38]1[CH:43]=[CH:42][C:41]([CH2:44][C:45](Cl)=[O:46])=[CH:40][CH:39]=1)([C:33]([CH3:36])([CH3:35])[CH3:34])([CH3:32])[CH3:31].O. The catalyst is CN(C)C1C=CN=CC=1.N1C=CC=CC=1. The product is [Si:30]([O:37][C:38]1[CH:39]=[CH:40][C:41]([CH2:44][C:45]([NH:21][C:18]2[C:17]([C:22]([C:24]3[CH:29]=[CH:28][CH:27]=[CH:26][CH:25]=3)=[CH2:23])=[N:16][C:15]([C:12]3[CH:11]=[CH:10][C:9]([O:8][Si:1]([C:4]([CH3:7])([CH3:5])[CH3:6])([CH3:2])[CH3:3])=[CH:14][CH:13]=3)=[CH:20][N:19]=2)=[O:46])=[CH:42][CH:43]=1)([C:33]([CH3:36])([CH3:35])[CH3:34])([CH3:32])[CH3:31]. The yield is 0.333. (2) The reactants are C1(COC([NH:11][CH2:12][CH2:13][N:14]2[CH2:19][CH2:18][CH:17]([NH:20][C:21](=[O:27])[O:22][C:23]([CH3:26])([CH3:25])[CH3:24])[CH2:16][CH2:15]2)=O)C=CC=CC=1. The catalyst is C(O)C.[Pd]. The product is [NH2:11][CH2:12][CH2:13][N:14]1[CH2:19][CH2:18][CH:17]([NH:20][C:21](=[O:27])[O:22][C:23]([CH3:25])([CH3:24])[CH3:26])[CH2:16][CH2:15]1. The yield is 1.00. (3) The reactants are Cl.[CH2:2]([O:9][C:10]1[CH:16]=[CH:15][C:13]([NH2:14])=[CH:12][CH:11]=1)[C:3]1[CH:8]=[CH:7][CH:6]=[CH:5][CH:4]=1.C([Mg]Br)C.[Cl:21][C:22]1[CH:29]=[C:28]([Cl:30])[CH:27]=[CH:26][C:23]=1[C:24]#[N:25].O. The catalyst is C1COCC1. The product is [CH2:2]([O:9][C:10]1[CH:11]=[CH:12][C:13]([NH:14][C:24](=[NH:25])[C:23]2[CH:26]=[CH:27][C:28]([Cl:30])=[CH:29][C:22]=2[Cl:21])=[CH:15][CH:16]=1)[C:3]1[CH:4]=[CH:5][CH:6]=[CH:7][CH:8]=1. The yield is 0.980. (4) The reactants are [Cl:1][C:2]1[C:16]2[C:11](=[CH:12][CH:13]=[CH:14][CH:15]=2)[C:5]2[O:6][CH:7]([CH2:9][NH2:10])[CH2:8][C:4]=2[CH:3]=1.C(N(C(C)C)CC)(C)C.Cl[C:27]([O:29][CH2:30][C:31]1[CH:36]=[CH:35][CH:34]=[CH:33][CH:32]=1)=[O:28].O1C(CNC(=O)OCC2C=CC=CC=2)CC2C=CC3CCCC=3C1=2. No catalyst specified. The product is [Cl:1][C:2]1[C:16]2[C:11](=[CH:12][CH:13]=[CH:14][CH:15]=2)[C:5]2[O:6][CH:7]([CH2:9][NH:10][C:27](=[O:28])[O:29][CH2:30][C:31]3[CH:36]=[CH:35][CH:34]=[CH:33][CH:32]=3)[CH2:8][C:4]=2[CH:3]=1. The yield is 0.890.